From a dataset of Full USPTO retrosynthesis dataset with 1.9M reactions from patents (1976-2016). Predict the reactants needed to synthesize the given product. (1) Given the product [F:1][C:2]([F:22])([F:21])[O:3][C:4]1[CH:5]=[C:6]([C:10]2[CH:15]=[CH:14][N:13]=[C:12]([CH2:16][C:17]([NH2:23])=[O:18])[CH:11]=2)[CH:7]=[CH:8][CH:9]=1, predict the reactants needed to synthesize it. The reactants are: [F:1][C:2]([F:22])([F:21])[O:3][C:4]1[CH:5]=[C:6]([C:10]2[CH:15]=[CH:14][N:13]=[C:12]([CH2:16][C:17](OC)=[O:18])[CH:11]=2)[CH:7]=[CH:8][CH:9]=1.[NH3:23].CO. (2) The reactants are: [Cl:1][C:2]1[CH:7]=[CH:6][C:5]([Mg]Br)=[CH:4][CH:3]=1.[Cl:10][C:11]1[CH:18]=[CH:17][C:16]([N+:19]([O-:21])=[O:20])=[CH:15][C:12]=1[CH:13]=[O:14].C(=O)=O.CC(C)=O.[NH4+].[Cl-]. Given the product [Cl:10][C:11]1[CH:18]=[CH:17][C:16]([N+:19]([O-:21])=[O:20])=[CH:15][C:12]=1[CH:13]([C:5]1[CH:6]=[CH:7][C:2]([Cl:1])=[CH:3][CH:4]=1)[OH:14], predict the reactants needed to synthesize it.